From a dataset of Reaction yield outcomes from USPTO patents with 853,638 reactions. Predict the reaction yield, written as a fraction of the theoretical maximum amount of product (1.0 means a 100% yield; for example, 0.34 means a 34% yield). (1) The reactants are [F:1][C:2]1[CH:7]=[C:6]([F:8])[C:5]([F:9])=[CH:4][C:3]=1[NH:10][C:11](=[O:16])[C:12]([CH3:15])([CH3:14])[CH3:13].[Li+].CC([N-]C(C)C)C.[O:25]1[CH2:30][CH2:29][N:28]([C:31]2[CH:32]=[N:33][C:34]3[C:39]([N:40]=2)=[CH:38][C:37]([CH:41]=[O:42])=[CH:36][CH:35]=3)[CH2:27][CH2:26]1. The catalyst is C1COCC1. The product is [F:1][C:2]1[C:7]([CH:41]([OH:42])[C:37]2[CH:38]=[C:39]3[C:34](=[CH:35][CH:36]=2)[N:33]=[CH:32][C:31]([N:28]2[CH2:29][CH2:30][O:25][CH2:26][CH2:27]2)=[N:40]3)=[C:6]([F:8])[C:5]([F:9])=[CH:4][C:3]=1[NH:10][C:11](=[O:16])[C:12]([CH3:13])([CH3:15])[CH3:14]. The yield is 0.652. (2) The yield is 0.100. The catalyst is CN1CCCC1=O.C(OCC)(=O)C. The product is [Cl:19][C:18]1[C:4]2[N:3]=[C:2]([NH:33][C:30]3[CH:31]=[N:32][C:27]([O:26][CH3:25])=[CH:28][C:29]=3[CH3:34])[N:6]([CH2:7][CH2:8][CH2:9][C:10]([O:12][CH2:13][CH3:14])=[O:11])[C:5]=2[C:15]([CH:20]([CH2:23][CH3:24])[CH2:21][CH3:22])=[CH:16][CH:17]=1. The reactants are Cl[C:2]1[N:6]([CH2:7][CH2:8][CH2:9][C:10]([O:12][CH2:13][CH3:14])=[O:11])[C:5]2[C:15]([CH:20]([CH2:23][CH3:24])[CH2:21][CH3:22])=[CH:16][CH:17]=[C:18]([Cl:19])[C:4]=2[N:3]=1.[CH3:25][O:26][C:27]1[N:32]=[CH:31][C:30]([NH2:33])=[C:29]([CH3:34])[CH:28]=1.O.C1(C)C=CC(S(O)(=O)=O)=CC=1. (3) The reactants are [CH3:1][O:2][C:3]([NH:5][C@@H:6]([CH:10]([CH3:12])[CH3:11])[C:7](O)=[O:8])=[O:4].CN(C(ON1N=NC2C=CC=NC1=2)=[N+](C)C)C.F[P-](F)(F)(F)(F)F.CCN(C(C)C)C(C)C.[I:46][C:47]1[N:48]=[C:49]([C@@H:52]2[CH2:56][C@H:55]([CH3:57])[CH2:54][NH:53]2)[NH:50][CH:51]=1.Cl. The catalyst is CN(C=O)C.CCOC(C)=O.O. The product is [I:46][C:47]1[N:48]=[C:49]([C@@H:52]2[CH2:56][C@H:55]([CH3:57])[CH2:54][N:53]2[C:7]([C@@H:6]([NH:5][C:3](=[O:4])[O:2][CH3:1])[CH:10]([CH3:12])[CH3:11])=[O:8])[NH:50][CH:51]=1. The yield is 0.873. (4) The reactants are [CH2:1]([N:3]1[C:12]2[C:7](=[CH:8][C:9]([N+:13]([O-:15])=[O:14])=[CH:10][CH:11]=2)[C:6](=[O:16])[NH:5][C:4]1=[O:17])[CH3:2].[H-].[Na+].Br[C:21]#[CH:22].O.[CH3:24]N(C=O)C. No catalyst specified. The product is [CH2:1]([N:3]1[C:12]2[C:7](=[CH:8][C:9]([N+:13]([O-:15])=[O:14])=[CH:10][CH:11]=2)[C:6](=[O:16])[N:5]([CH2:24][C:21]#[CH:22])[C:4]1=[O:17])[CH3:2]. The yield is 0.565. (5) The reactants are Cl[C:2]1[C:11]2[C:6](=[CH:7][C:8]([CH2:12][OH:13])=[CH:9][CH:10]=2)[N:5]=[C:4]([CH3:14])[CH:3]=1.[CH2:15]([NH2:19])[CH2:16][CH2:17][CH3:18]. The catalyst is N1CCCC1. The product is [CH2:15]([NH:19][C:12]([C:8]1[CH:7]=[C:6]2[C:11]([C:2]([N:19]3[CH2:18][CH2:17][CH2:16][CH2:15]3)=[CH:3][C:4]([CH3:14])=[N:5]2)=[CH:10][CH:9]=1)=[O:13])[CH2:16][CH2:17][CH3:18]. The yield is 0.430. (6) The reactants are CS(Cl)(=O)=O.[Br:6][C:7]1[CH:11]=[C:10]([C:12]([OH:14])=O)[N:9]([C:15]2[C:20]([Cl:21])=[CH:19][CH:18]=[CH:17][N:16]=2)[N:8]=1.N1C=CC=C(C)C=1.[Cl:29][C:30]1[CH:41]=[C:40]([CH3:42])[C:33]2[NH:34]C(=O)[O:36][C:37](=O)[C:32]=2[CH:31]=1. The catalyst is C(#N)C.O. The product is [Br:6][C:7]1[CH:11]=[C:10]([C:12]2[O:14][C:37](=[O:36])[C:32]3[CH:31]=[C:30]([Cl:29])[CH:41]=[C:40]([CH3:42])[C:33]=3[N:34]=2)[N:9]([C:15]2[C:20]([Cl:21])=[CH:19][CH:18]=[CH:17][N:16]=2)[N:8]=1. The yield is 0.867.